Dataset: Forward reaction prediction with 1.9M reactions from USPTO patents (1976-2016). Task: Predict the product of the given reaction. (1) Given the reactants C(OC(=O)[NH:7][C@H:8]([CH:17]([OH:23])[C:18]1[S:19][CH:20]=[CH:21][N:22]=1)[CH2:9][CH2:10][C:11]1[CH:16]=[CH:15][CH:14]=[CH:13][CH:12]=1)(C)(C)C.FC(F)(F)C(O)=O, predict the reaction product. The product is: [NH2:7][CH:8]([CH2:9][CH2:10][C:11]1[CH:16]=[CH:15][CH:14]=[CH:13][CH:12]=1)[C@@H:17]([C:18]1[S:19][CH:20]=[CH:21][N:22]=1)[OH:23]. (2) Given the reactants [Cl:1][C:2]1[N:3]=[CH:4][NH:5][C:6]=1[Cl:7].[OH-].[K+].[Br:10][CH2:11][CH2:12][CH2:13][CH2:14][CH2:15][CH3:16].[K+].[Br-].Br[CH2:20][C:21]1[CH:30]=[CH:29][C:28]2[C:23](=[CH:24][CH:25]=[CH:26][CH:27]=2)[CH:22]=1, predict the reaction product. The product is: [Br-:10].[CH2:11]([C:29]1[C:28]2[C:23](=[CH:24][CH:25]=[CH:26][CH:27]=2)[CH:22]=[C:21]([CH3:20])[C:30]=1[N+:3]1[C:2]([Cl:1])=[C:6]([Cl:7])[NH:5][CH:4]=1)[CH2:12][CH2:13][CH2:14][CH2:15][CH3:16]. (3) The product is: [NH:18]1[C:19]2[C:15](=[CH:14][C:13]([NH:12][C:6]3[C:5]4[C:10](=[CH:11][C:2]([O:1][CH2:25][C:26]5[CH:27]=[N:28][CH:29]=[CH:30][CH:31]=5)=[C:3]([O:22][CH3:23])[CH:4]=4)[N:9]=[CH:8][N:7]=3)=[CH:21][CH:20]=2)[CH:16]=[CH:17]1. Given the reactants [OH:1][C:2]1[CH:11]=[C:10]2[C:5]([C:6]([NH:12][C:13]3[CH:14]=[C:15]4[C:19](=[CH:20][CH:21]=3)[NH:18][CH:17]=[CH:16]4)=[N:7][CH:8]=[N:9]2)=[CH:4][C:3]=1[O:22][CH3:23].O[CH2:25][C:26]1[CH:27]=[N:28][CH:29]=[CH:30][CH:31]=1, predict the reaction product. (4) Given the reactants [Cl:1][C:2]1[CH:3]=[CH:4][C:5]([F:10])=[C:6]([CH:9]=1)[CH:7]=[O:8].[CH2:11]([Mg]Br)[CH3:12], predict the reaction product. The product is: [Cl:1][C:2]1[CH:3]=[CH:4][C:5]([F:10])=[C:6]([CH:7]([OH:8])[CH2:11][CH3:12])[CH:9]=1. (5) Given the reactants [OH:1][C:2]1[CH:10]=[C:9]([N+:11]([O-:13])=[O:12])[CH:8]=[CH:7][C:3]=1[C:4]([OH:6])=[O:5].S(=O)(=O)(O)O.[CH:19]1[CH:24]=CC(P([C:19]2[CH:24]=CC=[CH:21][CH:20]=2)[C:19]2[CH:24]=CC=[CH:21][CH:20]=2)=[CH:21][CH:20]=1.[CH2:38](O)CC=C.CC(OC(/N=N/C(OC(C)(C)C)=O)=O)(C)C, predict the reaction product. The product is: [CH2:21]([O:1][C:2]1[CH:10]=[C:9]([N+:11]([O-:13])=[O:12])[CH:8]=[CH:7][C:3]=1[C:4]([O:6][CH3:38])=[O:5])[CH2:20][CH:19]=[CH2:24]. (6) Given the reactants [C:1]([O:5][C:6](=[O:19])[NH:7][CH2:8][CH2:9][CH2:10][CH2:11][C:12]1[CH:17]=[CH:16][C:15]([OH:18])=[CH:14][CH:13]=1)([CH3:4])([CH3:3])[CH3:2].[C:20]([O-])([O-])=O.[Cs+].[Cs+].C[N:27]([CH:29]=O)C, predict the reaction product. The product is: [C:1]([O:5][C:6](=[O:19])[NH:7][CH2:8][CH2:9][CH2:10][CH2:11][C:12]1[CH:13]=[CH:14][C:15]([O:18][CH2:20][C:29]#[N:27])=[CH:16][CH:17]=1)([CH3:4])([CH3:2])[CH3:3]. (7) Given the reactants C(OC(N=NC(OCC)=O)=O)C.[Br:13][C:14]1[CH:19]=[CH:18][C:17]([OH:20])=[CH:16][CH:15]=1.O[CH:22]1[CH2:27][CH2:26][O:25][CH2:24][CH2:23]1.C1(P(C2C=CC=CC=2)C2C=CC=CC=2)C=CC=CC=1, predict the reaction product. The product is: [Br:13][C:14]1[CH:19]=[CH:18][C:17]([O:20][CH:22]2[CH2:27][CH2:26][O:25][CH2:24][CH2:23]2)=[CH:16][CH:15]=1. (8) Given the reactants [Cl:1][C:2]1[C:7]([N:8]2[CH2:13][C@H:12]([CH3:14])[O:11][C@H:10]([CH3:15])[CH2:9]2)=[C:6]([CH2:16][OH:17])[N:5]=[C:4]2[C:18]([C:21]([NH:23][CH3:24])=[O:22])=[N:19][O:20][C:3]=12, predict the reaction product. The product is: [Cl:1][C:2]1[C:7]([N:8]2[CH2:13][C@H:12]([CH3:14])[O:11][C@H:10]([CH3:15])[CH2:9]2)=[C:6]([CH:16]=[O:17])[N:5]=[C:4]2[C:18]([C:21]([NH:23][CH3:24])=[O:22])=[N:19][O:20][C:3]=12.